From a dataset of Catalyst prediction with 721,799 reactions and 888 catalyst types from USPTO. Predict which catalyst facilitates the given reaction. (1) Reactant: [F:1][C:2]([F:7])([F:6])[C:3]([OH:5])=[O:4].[CH:8]12[CH2:17][CH:12]3[CH2:13][CH:14]([CH2:16][CH:10]([CH2:11]3)[CH:9]1[NH:18][C:19]([CH:21]1[CH2:25][CH2:24][CH2:23][NH:22]1)=[O:20])[CH2:15]2.Br[CH2:27][C:28]1[CH:36]=[CH:35][C:31]([C:32]([OH:34])=[O:33])=[CH:30][CH:29]=1.CS(C)=O. Product: [C:3]([OH:5])([C:2]([F:7])([F:6])[F:1])=[O:4].[CH:10]12[CH2:11][CH:12]3[CH2:13][CH:14]([CH2:15][CH:8]([CH2:17]3)[CH:9]1[NH:18][C:19]([CH:21]1[CH2:25][CH2:24][CH2:23][N:22]1[CH2:27][C:28]1[CH:36]=[CH:35][C:31]([C:32]([OH:34])=[O:33])=[CH:30][CH:29]=1)=[O:20])[CH2:16]2. The catalyst class is: 5. (2) Product: [C:19]([NH:25][C:33](=[O:34])[OH:32])([CH3:20])([CH3:21])[CH3:22].[CH:1]1([S:4]([NH2:7])(=[O:6])=[O:5])[CH2:3][CH2:2]1. Reactant: [CH:1]1([S:4]([NH2:7])(=[O:6])=[O:5])[CH2:3][CH2:2]1.O(C(O[C:19]([CH3:22])([CH3:21])[CH3:20])=O)C(O[C:19]([CH3:22])([CH3:21])[CH3:20])=O.CC[N:25](CC)CC.CC[O:32][C:33](C)=[O:34]. The catalyst class is: 64. (3) Product: [F:1][C:2]1[CH:3]=[CH:4][C:5]([O:6][C:7]2[CH:12]=[CH:11][C:10]([N:13]3[C:41](=[O:42])[C:43](=[O:44])[N:16]([C:17]4[CH:18]=[CH:19][C:20]([O:23][C:24]5[CH:29]=[CH:28][N:27]=[C:26]6[NH:30][N:31]=[CH:32][C:25]=56)=[CH:21][CH:22]=4)[C:14]3=[O:15])=[CH:9][C:8]=2[C:33]([F:35])([F:36])[F:34])=[CH:37][CH:38]=1. Reactant: [F:1][C:2]1[CH:38]=[CH:37][C:5]([O:6][C:7]2[CH:12]=[CH:11][C:10]([NH:13][C:14]([NH:16][C:17]3[CH:22]=[CH:21][C:20]([O:23][C:24]4[CH:29]=[CH:28][N:27]=[C:26]5[NH:30][N:31]=[CH:32][C:25]=45)=[CH:19][CH:18]=3)=[O:15])=[CH:9][C:8]=2[C:33]([F:36])([F:35])[F:34])=[CH:4][CH:3]=1.CC[C:41]([C:43](Cl)=[O:44])=[O:42]. The catalyst class is: 410. (4) Reactant: C([N:8]1[C:12]2[CH:13]=[CH:14][CH:15]=[CH:16][C:11]=2[N:10]=[C:9]1[CH2:17]Br)(OC(C)(C)C)=O.[CH2:19]([NH2:23])[CH2:20][CH2:21][CH3:22].C(O)(C(F)(F)F)=O. Product: [CH2:19]([NH:23][CH2:17][C:9]1[NH:8][C:12]2[CH:13]=[CH:14][CH:15]=[CH:16][C:11]=2[N:10]=1)[CH2:20][CH2:21][CH3:22]. The catalyst class is: 76.